Dataset: Catalyst prediction with 721,799 reactions and 888 catalyst types from USPTO. Task: Predict which catalyst facilitates the given reaction. (1) Reactant: [CH:1]([C:3]1[C:11]2[CH:10]=[CH:9][CH:8]=[CH:7][C:6]=2[N:5]2[CH2:12][CH2:13][N:14](C(OC(C)(C)C)=O)[CH2:15][CH2:16][C:4]=12)=[O:2].[F:24][C:25]([F:36])([F:35])C(OC(=O)[C:25]([F:36])([F:35])[F:24])=O.Cl. Product: [F:24][C:25]([F:36])([F:35])[C:1]([C:3]1[C:11]2[CH:10]=[CH:9][CH:8]=[CH:7][C:6]=2[N:5]2[CH2:12][CH2:13][NH:14][CH2:15][CH2:16][C:4]=12)=[O:2]. The catalyst class is: 121. (2) Reactant: [C:1]1([CH3:10])[CH:6]=[CH:5][C:4]([C:7](Cl)=[O:8])=[CH:3][CH:2]=1.Cl.[CH3:12][NH:13][O:14][CH3:15].N1C=CC=CC=1. Product: [CH3:15][O:14][N:13]([CH3:12])[C:7]([C:4]1[CH:5]=[CH:6][C:1]([CH3:10])=[CH:2][CH:3]=1)=[O:8]. The catalyst class is: 4. (3) Reactant: [Cl:1][C:2]1[CH:23]=[CH:22][C:21]([O:24]C)=[CH:20][C:3]=1[C:4]([NH:6][C:7]1[CH:8]=[N:9][C:10]([NH:13][C:14]2[CH:15]=[N:16][CH:17]=[CH:18][CH:19]=2)=[N:11][CH:12]=1)=[O:5].B(Br)(Br)Br. Product: [Cl:1][C:2]1[CH:23]=[CH:22][C:21]([OH:24])=[CH:20][C:3]=1[C:4]([NH:6][C:7]1[CH:8]=[N:9][C:10]([NH:13][C:14]2[CH:15]=[N:16][CH:17]=[CH:18][CH:19]=2)=[N:11][CH:12]=1)=[O:5]. The catalyst class is: 2. (4) Reactant: C(=O)([O-])[O-].[K+].[K+].C(#N)C.[OH:10][C:11]1[CH:19]=[CH:18][C:14]([C:15]([NH2:17])=[O:16])=[CH:13][CH:12]=1.Cl.Cl[CH2:22][CH2:23][N:24]1[CH2:29][CH2:28][O:27][CH2:26][CH2:25]1. Product: [N:24]1([CH2:23][CH2:22][O:10][C:11]2[CH:19]=[CH:18][C:14]([C:15]([NH2:17])=[O:16])=[CH:13][CH:12]=2)[CH2:29][CH2:28][O:27][CH2:26][CH2:25]1. The catalyst class is: 9.